From a dataset of Catalyst prediction with 721,799 reactions and 888 catalyst types from USPTO. Predict which catalyst facilitates the given reaction. Reactant: COCCCO[N:7]1[C:15]2[C:10](=[CH:11][CH:12]=[C:13]([CH:16]([NH:18][CH:19]3[CH2:21][CH2:20]3)[CH3:17])[CH:14]=2)[C:9]([CH3:22])=[N:8]1.[C:23]([O:27][C:28]([N:30]1[CH2:35][CH2:34][O:33][CH:32]([C:36]([OH:38])=O)[CH2:31]1)=[O:29])([CH3:26])([CH3:25])[CH3:24].ON1[C:44]2C=CC=[CH:48][C:43]=2N=N1.Cl.C(N=C=N[CH2:55][CH2:56][CH2:57]N(C)C)C.CN(C)[CH:63]=[O:64]. Product: [CH:19]1([N:18]([C@@H:16]([C:13]2[CH:14]=[C:15]3[C:10]([C:9]([CH3:22])=[N:8][N:7]3[CH2:44][CH2:43][CH2:48][O:64][CH3:63])=[CH:11][CH:12]=2)[CH3:17])[C:36]([C@@H:32]2[O:33][CH2:34][CH2:35][N:30]([C:28]([O:27][C:23]([CH3:24])([CH3:25])[CH3:26])=[O:29])[CH2:31]2)=[O:38])[CH2:20][CH2:21]1.[CH:19]1([N:18]([C@H:16]([C:13]2[CH:14]=[C:15]3[C:10]([C:9]([CH3:22])=[N:8][N:7]3[CH2:55][CH2:56][CH2:57][O:64][CH3:63])=[CH:11][CH:12]=2)[CH3:17])[C:36]([C@@H:32]2[O:33][CH2:34][CH2:35][N:30]([C:28]([O:27][C:23]([CH3:24])([CH3:25])[CH3:26])=[O:29])[CH2:31]2)=[O:38])[CH2:20][CH2:21]1. The catalyst class is: 13.